The task is: Predict the reaction yield, written as a fraction of the theoretical maximum amount of product (1.0 means a 100% yield; for example, 0.34 means a 34% yield).. This data is from Reaction yield outcomes from USPTO patents with 853,638 reactions. (1) The reactants are [NH2:1][CH2:2][CH2:3][CH2:4][C:5]1[N:9]([CH2:10][C:11]2[CH:20]=[CH:19][C:14]([C:15]([O:17][CH3:18])=[O:16])=[CH:13][CH:12]=2)[C:8]2[CH:21]=[CH:22][CH:23]=[CH:24][C:7]=2[N:6]=1.CCN(CC)CC.[CH3:32][C:33](OC(C)=O)=[O:34]. The catalyst is C(Cl)Cl.CN(C1C=CN=CC=1)C. The product is [C:33]([NH:1][CH2:2][CH2:3][CH2:4][C:5]1[N:9]([CH2:10][C:11]2[CH:12]=[CH:13][C:14]([C:15]([O:17][CH3:18])=[O:16])=[CH:19][CH:20]=2)[C:8]2[CH:21]=[CH:22][CH:23]=[CH:24][C:7]=2[N:6]=1)(=[O:34])[CH3:32]. The yield is 0.350. (2) The reactants are [CH2:1]([N:8]1[CH2:12][CH2:11][N:10]([C:13]2[S:14][C:15]([C:19]([OH:21])=O)=[C:16]([CH3:18])[N:17]=2)[C:9]1=[O:22])[C:2]1[CH:7]=[CH:6][CH:5]=CC=1.CC1N=C(N2CCN(CCCCC)C2=O)SC=1C(O)=O.[NH2:43][CH2:44][C:45]1[CH:46]=[N:47][CH:48]=[CH:49][CH:50]=1. No catalyst specified. The product is [CH3:18][C:16]1[N:17]=[C:13]([N:10]2[CH2:11][CH2:12][N:8]([CH2:1][CH2:2][CH2:7][CH2:6][CH3:5])[C:9]2=[O:22])[S:14][C:15]=1[C:19]([NH:43][CH2:44][C:45]1[CH:46]=[N:47][CH:48]=[CH:49][CH:50]=1)=[O:21]. The yield is 0.400. (3) The reactants are BrC1C([N:8]([CH:19]([CH2:21][CH:22]=[CH2:23])[CH3:20])[S:9]([C:12]2[CH:17]=[CH:16][C:15]([Cl:18])=[CH:14][CH:13]=2)(=[O:11])=[O:10])=NC=CC=1.[C:24]1(C)C=[CH:28][CH:27]=[CH:26][C:25]=1P([C:26]1[CH:27]=[CH:28]C=[CH:24][C:25]=1C)[C:26]1[CH:27]=[CH:28]C=[CH:24][C:25]=1C.C([N:48](CC)CC)C. The catalyst is CC(N(C)C)=O.C(Cl)Cl.C([O-])(=O)C.[Pd+2].C([O-])(=O)C. The product is [Cl:18][C:15]1[CH:14]=[CH:13][C:12]([S:9]([N:8]2[C:27]3[C:28](=[N:48][CH:24]=[CH:25][CH:26]=3)[C:22](=[CH2:23])[CH2:21][CH:19]2[CH3:20])(=[O:11])=[O:10])=[CH:17][CH:16]=1. The yield is 0.570. (4) The reactants are [I:1][C:2]1[CH:7]=[CH:6][C:5]([CH2:8][C:9]([OH:11])=[O:10])=[CH:4][CH:3]=1.OS(O)(=O)=O.[CH2:17](O)[CH3:18]. No catalyst specified. The product is [CH2:17]([O:10][C:9](=[O:11])[CH2:8][C:5]1[CH:4]=[CH:3][C:2]([I:1])=[CH:7][CH:6]=1)[CH3:18]. The yield is 0.900. (5) The product is [Si:1]([O:8][CH2:9][C@H:10]1[CH2:14][CH2:13][C@H:12]([O:15][C:19]2[N:27]=[CH:26][N:25]=[C:24]3[C:20]=2[N:21]=[C:22]([C:34]2[C:43]4[C:38](=[CH:39][CH:40]=[CH:41][CH:42]=4)[CH:37]=[CH:36][CH:35]=2)[N:23]3[CH:28]2[CH2:33][CH2:32][CH2:31][CH2:30][O:29]2)[CH2:11]1)([C:4]([CH3:7])([CH3:6])[CH3:5])([CH3:3])[CH3:2]. The yield is 0.700. The catalyst is CN(C=O)C. The reactants are [Si:1]([O:8][CH2:9][C@H:10]1[CH2:14][CH2:13][C@H:12]([OH:15])[CH2:11]1)([C:4]([CH3:7])([CH3:6])[CH3:5])([CH3:3])[CH3:2].[H-].[Na+].Cl[C:19]1[N:27]=[CH:26][N:25]=[C:24]2[C:20]=1[N:21]=[C:22]([C:34]1[C:43]3[C:38](=[CH:39][CH:40]=[CH:41][CH:42]=3)[CH:37]=[CH:36][CH:35]=1)[N:23]2[CH:28]1[CH2:33][CH2:32][CH2:31][CH2:30][O:29]1.